This data is from Peptide-MHC class II binding affinity with 134,281 pairs from IEDB. The task is: Regression. Given a peptide amino acid sequence and an MHC pseudo amino acid sequence, predict their binding affinity value. This is MHC class II binding data. (1) The peptide sequence is AQGKAFYEAVAKAHQ. The MHC is DRB1_0101 with pseudo-sequence DRB1_0101. The binding affinity (normalized) is 0.628. (2) The peptide sequence is RLIHSLSNVKNQSLG. The binding affinity (normalized) is 0.509. The MHC is DRB1_0301 with pseudo-sequence DRB1_0301. (3) The peptide sequence is NDLAKYKANWIEIMR. The MHC is HLA-DPA10201-DPB10501 with pseudo-sequence HLA-DPA10201-DPB10501. The binding affinity (normalized) is 0.388. (4) The MHC is DRB1_1001 with pseudo-sequence DRB1_1001. The peptide sequence is YNTDGSTDYGILQINSR. The binding affinity (normalized) is 0.628. (5) The peptide sequence is YLNHTSTGKTSLPKC. The MHC is DRB1_0101 with pseudo-sequence DRB1_0101. The binding affinity (normalized) is 0.370. (6) The peptide sequence is NLEIDMIVDTISDFR. The MHC is HLA-DQA10301-DQB10301 with pseudo-sequence HLA-DQA10301-DQB10301. The binding affinity (normalized) is 0.417. (7) The peptide sequence is GEDQIVDKIDAAFKI. The MHC is DRB3_0202 with pseudo-sequence DRB3_0202. The binding affinity (normalized) is 0.0861.